Dataset: Reaction yield outcomes from USPTO patents with 853,638 reactions. Task: Predict the reaction yield, written as a fraction of the theoretical maximum amount of product (1.0 means a 100% yield; for example, 0.34 means a 34% yield). (1) The reactants are Br[C:2]1[CH:7]=[CH:6][C:5]([CH2:8][CH2:9][CH2:10][C:11]([OH:13])=[O:12])=[CH:4][CH:3]=1.[B:14]1([B:14]2[O:18][C:17]([CH3:20])([CH3:19])[C:16]([CH3:22])([CH3:21])[O:15]2)[O:18][C:17]([CH3:20])([CH3:19])[C:16]([CH3:22])([CH3:21])[O:15]1.C([O-])(=O)C.[K+]. The catalyst is C1C=CC(P(C2C=CC=CC=2)[C-]2C=CC=C2)=CC=1.C1C=CC(P(C2C=CC=CC=2)[C-]2C=CC=C2)=CC=1.Cl[Pd]Cl.[Fe+2].CS(C)=O. The product is [CH3:21][C:16]1([CH3:22])[C:17]([CH3:20])([CH3:19])[O:18][B:14]([C:2]2[CH:7]=[CH:6][C:5]([CH2:8][CH2:9][CH2:10][C:11]([OH:13])=[O:12])=[CH:4][CH:3]=2)[O:15]1. The yield is 0.560. (2) The reactants are C([O:5][C:6]([C:8]1[C:9]([C:14]2[CH:19]=[C:18]([C:20](=[O:37])[NH:21][C@H:22]([CH2:30][C:31]3[CH:36]=[CH:35][CH:34]=[CH:33][CH:32]=3)[C@H:23]([C:25]([O:27][CH2:28][CH3:29])=[O:26])[OH:24])[CH:17]=[CH:16][C:15]=2[F:38])=[CH:10][CH:11]=[CH:12][CH:13]=1)=[O:7])(C)(C)C.C(O)(C(F)(F)F)=O.C(Cl)Cl.C1COCC1.[OH-].[Na+]. The catalyst is CCOC(C)=O. The product is [CH2:30]([C@@H:22]([NH:21][C:20]([C:18]1[CH:17]=[CH:16][C:15]([F:38])=[C:14]([C:9]2[C:8]([C:6]([OH:7])=[O:5])=[CH:13][CH:12]=[CH:11][CH:10]=2)[CH:19]=1)=[O:37])[C@H:23]([C:25]([O:27][CH2:28][CH3:29])=[O:26])[OH:24])[C:31]1[CH:36]=[CH:35][CH:34]=[CH:33][CH:32]=1. The yield is 0.990. (3) The catalyst is O. The product is [CH3:6][O:7][C:8]1[CH:9]=[CH:10][C:11]([CH:14]2[CH2:16][CH:15]2[C:17]([OH:19])=[O:18])=[CH:12][CH:13]=1. The yield is 0.942. The reactants are O1CCCC1.[CH3:6][O:7][C:8]1[CH:13]=[CH:12][C:11]([CH:14]2[CH2:16][CH:15]2[C:17]([O:19]CC)=[O:18])=[CH:10][CH:9]=1.[OH-].[Na+].CCO. (4) The reactants are [CH2:1]1[C@@H:6]2[CH2:7][CH2:8][CH2:9][N:5]2[CH2:4][C@@H:3]([CH2:10][OH:11])[O:2]1.C(N(CC)CC)C.[CH3:19][S:20](Cl)(=[O:22])=[O:21]. The catalyst is ClCCl. The product is [CH3:19][S:20]([O:11][CH2:10][C@H:3]1[O:2][CH2:1][C@@H:6]2[CH2:7][CH2:8][CH2:9][N:5]2[CH2:4]1)(=[O:22])=[O:21]. The yield is 0.800. (5) The reactants are [CH3:1][N:2]1[CH:6]=[CH:5][CH:4]=[N:3]1.C([Li])CCC.[CH3:12][Sn:13](Cl)([CH3:15])[CH3:14]. The catalyst is CCOCC. The product is [CH3:1][N:2]1[C:6]([Sn:13]([CH3:15])([CH3:14])[CH3:12])=[CH:5][CH:4]=[N:3]1. The yield is 0.420. (6) The reactants are [H-].[Na+].[Br:3][C:4]1[CH:13]=[C:12]([C:14]2[N:18]([CH3:19])[N:17]=[N:16][C:15]=2[CH3:20])[C:11]([Cl:21])=[C:10]2[C:5]=1[CH2:6][CH2:7][NH:8][C:9]2=[O:22].[CH2:23]([O:30][C:31]1[C:36]([CH2:37]Cl)=[C:35]([CH3:39])[CH:34]=[C:33]([CH3:40])[N:32]=1)[C:24]1[CH:29]=[CH:28][CH:27]=[CH:26][CH:25]=1. The catalyst is CN(C)C=O. The product is [CH2:23]([O:30][C:31]1[C:36]([CH2:37][N:8]2[CH2:7][CH2:6][C:5]3[C:10](=[C:11]([Cl:21])[C:12]([C:14]4[N:18]([CH3:19])[N:17]=[N:16][C:15]=4[CH3:20])=[CH:13][C:4]=3[Br:3])[C:9]2=[O:22])=[C:35]([CH3:39])[CH:34]=[C:33]([CH3:40])[N:32]=1)[C:24]1[CH:29]=[CH:28][CH:27]=[CH:26][CH:25]=1. The yield is 0.580. (7) The reactants are [N:1]1[CH:6]=[CH:5][CH:4]=[CH:3][C:2]=1[C:7]1[N:15]2[C:10]([CH:11]=[CH:12][CH:13]=[CH:14]2)=[CH:9][C:8]=1[CH:16](O)[CH3:17].[I:19][C:20]1[C:28]2[C:23](=[N:24][CH:25]=[N:26][C:27]=2[NH2:29])[NH:22][N:21]=1.C1C=CC(P(C2C=CC=CC=2)C2C=CC=CC=2)=CC=1.CC(OC(/N=N/C(OC(C)C)=O)=O)C. The catalyst is C1COCC1. The product is [I:19][C:20]1[C:28]2[C:23](=[N:24][CH:25]=[N:26][C:27]=2[NH2:29])[N:22]([CH:16]([C:8]2[CH:9]=[C:10]3[N:15]([C:7]=2[C:2]2[CH:3]=[CH:4][CH:5]=[CH:6][N:1]=2)[CH:14]=[CH:13][CH:12]=[CH:11]3)[CH3:17])[N:21]=1. The yield is 0.460. (8) The reactants are [OH-].[Li+].C[O:4][C:5](=[O:42])[C:6]1[CH:16]=[C:15]([C:17]2[CH:18]=[C:19]3[C:25]([C:26]4[CH:31]=[CH:30][CH:29]=[CH:28][C:27]=4[O:32][CH3:33])=[N:24][N:23]([CH2:34][O:35][CH2:36][CH2:37][Si:38]([CH3:41])([CH3:40])[CH3:39])[C:20]3=[N:21][CH:22]=2)[CH:14]=[C:8]([C:9]([N:11]([CH3:13])[CH3:12])=[O:10])[CH:7]=1.O. The catalyst is O.CO. The product is [CH3:33][O:32][C:27]1[CH:28]=[CH:29][CH:30]=[CH:31][C:26]=1[C:25]1[C:19]2[C:20](=[N:21][CH:22]=[C:17]([C:15]3[CH:14]=[C:8]([C:9]([N:11]([CH3:13])[CH3:12])=[O:10])[CH:7]=[C:6]([CH:16]=3)[C:5]([OH:42])=[O:4])[CH:18]=2)[N:23]([CH2:34][O:35][CH2:36][CH2:37][Si:38]([CH3:41])([CH3:39])[CH3:40])[N:24]=1. The yield is 0.920.